Task: Predict the product of the given reaction.. Dataset: Forward reaction prediction with 1.9M reactions from USPTO patents (1976-2016) (1) Given the reactants [NH2:1][C:2]1[C:14](Br)=[C:13]2[C:5]([C:6]3[C:11]([CH2:16][CH3:17])([CH2:12]2)[CH2:10][CH2:9][C:8](=[O:18])[C:7]=3[CH3:19])=[CH:4][CH:3]=1.[C:20]([Cu])#[N:21].CN1CCCC1=O.CCOC(C)=O, predict the reaction product. The product is: [NH2:1][C:2]1[C:14]([C:20]#[N:21])=[C:13]2[C:5]([C:6]3[C:11]([CH2:16][CH3:17])([CH2:12]2)[CH2:10][CH2:9][C:8](=[O:18])[C:7]=3[CH3:19])=[CH:4][CH:3]=1. (2) Given the reactants [CH2:1]([O:3][C:4](=[O:18])[CH2:5][N:6]1[C:14](=[O:15])[C:13]2[C:8](=[CH:9][CH:10]=[C:11]([OH:16])[CH:12]=2)[C:7]1=[O:17])[CH3:2].[CH:19]1(O)[CH2:24][CH2:23][CH2:22][CH2:21][CH2:20]1.C1(P(C2C=CC=CC=2)C2C=CC=CC=2)C=CC=CC=1, predict the reaction product. The product is: [CH2:1]([O:3][C:4](=[O:18])[CH2:5][N:6]1[C:14](=[O:15])[C:13]2[C:8](=[CH:9][CH:10]=[C:11]([O:16][CH:19]3[CH2:24][CH2:23][CH2:22][CH2:21][CH2:20]3)[CH:12]=2)[C:7]1=[O:17])[CH3:2]. (3) Given the reactants [OH:1][C@@:2]1([CH2:22][O:23][CH3:24])[CH2:7][CH2:6][CH2:5][CH2:4][C@H:3]1[N:8]1[C:12]([C:13]2[CH:18]=[CH:17][CH:16]=[CH:15][CH:14]=2)=[C:11]([C:19](O)=[O:20])[N:10]=[CH:9]1.[Cl:25][C:26]1[CH:45]=[C:44]([Cl:46])[CH:43]=[CH:42][C:27]=1[CH2:28][C@H:29]1[NH:34][CH2:33][CH2:32][N:31]([C:35]([O:37][C:38]([CH3:41])([CH3:40])[CH3:39])=[O:36])[CH2:30]1.CCN=C=NCCCN(C)C.Cl.C1C=CC2N(O)N=NC=2C=1.C(=O)([O-])O.[Na+], predict the reaction product. The product is: [Cl:25][C:26]1[CH:45]=[C:44]([Cl:46])[CH:43]=[CH:42][C:27]=1[CH2:28][C@H:29]1[N:34]([C:19]([C:11]2[N:10]=[CH:9][N:8]([C@@H:3]3[CH2:4][CH2:5][CH2:6][CH2:7][C@@:2]3([OH:1])[CH2:22][O:23][CH3:24])[C:12]=2[C:13]2[CH:18]=[CH:17][CH:16]=[CH:15][CH:14]=2)=[O:20])[CH2:33][CH2:32][N:31]([C:35]([O:37][C:38]([CH3:41])([CH3:40])[CH3:39])=[O:36])[CH2:30]1. (4) The product is: [C:1]([N:4]1[CH2:9][CH2:8][C:7]2[N:20]=[C:19]([C:16]3[CH:17]=[CH:18][C:13]([OH:12])=[CH:14][CH:15]=3)[S:21][C:6]=2[CH2:5]1)(=[O:3])[CH3:2]. Given the reactants [C:1]([N:4]1[CH2:9][CH2:8][C:7](=O)[CH:6](Br)[CH2:5]1)(=[O:3])[CH3:2].[OH:12][C:13]1[CH:18]=[CH:17][C:16]([C:19](=[S:21])[NH2:20])=[CH:15][CH:14]=1, predict the reaction product.